The task is: Predict which catalyst facilitates the given reaction.. This data is from Catalyst prediction with 721,799 reactions and 888 catalyst types from USPTO. (1) Reactant: Br[C:2]1[CH:3]=[C:4]([O:10][CH2:11][CH3:12])[C:5]([O:8]C)=[N:6][CH:7]=1.BrC1N=C(OC)C(OCC)=CC=1.[Li]CCCC.CN(C=O)C.[Cl-].[NH4+]. Product: [CH2:11]([O:10][C:4]1[C:5]([OH:8])=[N:6][CH:7]=[CH:2][CH:3]=1)[CH3:12]. The catalyst class is: 1. (2) Reactant: Br[C:2]1[CH:7]=[CH:6][C:5]([C@@H:8]([N:10]2[CH2:15][CH2:14][C@:13]([CH2:22][CH2:23][CH2:24][OH:25])([C:16]3[CH:21]=[CH:20][CH:19]=[CH:18][CH:17]=3)[O:12][C:11]2=[O:26])[CH3:9])=[CH:4][CH:3]=1.[CH2:27]([Sn](CCCC)(CCCC)C=C)[CH2:28]CC. Product: [OH:25][CH2:24][CH2:23][CH2:22][C@@:13]1([C:16]2[CH:21]=[CH:20][CH:19]=[CH:18][CH:17]=2)[O:12][C:11](=[O:26])[N:10]([C@H:8]([C:5]2[CH:6]=[CH:7][C:2]([CH:27]=[CH2:28])=[CH:3][CH:4]=2)[CH3:9])[CH2:15][CH2:14]1. The catalyst class is: 733. (3) Product: [O:20]=[C:19]1[NH:18][C:24](=[CH:1][C:3]2[O:7][C:6]([C:8]3[CH:9]=[CH:10][C:11]([S:14]([NH2:17])(=[O:15])=[O:16])=[CH:12][CH:13]=3)=[CH:5][CH:4]=2)[C:22](=[O:23])[NH:21]1. The catalyst class is: 14. Reactant: [CH:1]([C:3]1[O:7][C:6]([C:8]2[CH:13]=[CH:12][C:11]([S:14]([NH2:17])(=[O:16])=[O:15])=[CH:10][CH:9]=2)=[CH:5][CH:4]=1)=O.[NH:18]1[CH2:24][C:22](=[O:23])[NH:21][C:19]1=[O:20].N1CCCCC1. (4) Reactant: [CH2:1]([O:8][C:9]1[CH:10]=[C:11]([CH:13]=[CH:14][CH:15]=1)[NH2:12])[C:2]1[CH:7]=[CH:6][CH:5]=[CH:4][CH:3]=1.[NH2:16][CH2:17][C:18]([CH3:21])([OH:20])[CH3:19].[CH3:22][O:23][CH2:24][CH2:25][C:26](Cl)=O.C(OC1C=[CH:42][C:40]([NH2:41])=[CH:39]C=1)C1C=CC=CC=1.C(N)CC.C([O:50][CH2:51][C:52](Cl)=[O:53])C.C(OC1C=CC2[C:67]3[N:75](CC(C)(O)C)C(CCOC)=[N:73][C:68]=3[CH:69]=NC=2C=1)C1C=CC=CC=1.NC1C2N=C(CCOC)N(CC(O)(C)C)C=2C2C=CC(O)=CC=2N=1.BrCC1OCCO1.C(=O)([O-])[O-].[K+].[K+]. Product: [CH2:1]([O:8][C:9]1[CH:15]=[CH:14][C:13]2[C:39]3[N:16]([CH2:17][C:18]([CH3:21])([OH:20])[CH3:19])[C:26]([CH2:25][CH2:24][O:23][CH3:22])=[N:41][C:40]=3[CH:42]=[N:12][C:11]=2[CH:10]=1)[C:2]1[CH:3]=[CH:4][CH:5]=[CH:6][CH:7]=1.[NH2:75][C:67]1[C:68]2[N:73]=[C:26]([CH2:25][CH2:24][O:23][CH3:22])[N:16]([CH2:17][C:18]([CH3:21])([OH:20])[CH3:19])[C:69]=2[C:13]2[CH:14]=[CH:15][C:9]([O:8][CH2:1][CH:2]3[O:50][CH2:51][CH2:52][O:53]3)=[CH:10][C:11]=2[N:12]=1. The catalyst class is: 3.